This data is from Reaction yield outcomes from USPTO patents with 853,638 reactions. The task is: Predict the reaction yield, written as a fraction of the theoretical maximum amount of product (1.0 means a 100% yield; for example, 0.34 means a 34% yield). (1) The reactants are [F:1][C:2]([F:19])([F:18])[C:3](=O)[CH2:4][C:5]([C:7]1[CH:12]=[CH:11][C:10]([C:13]([F:16])([F:15])[F:14])=[CH:9][CH:8]=1)=O.[NH2:20][C:21]1[CH:25]=[CH:24][NH:23][N:22]=1. The catalyst is C(O)(=O)C. The product is [F:1][C:2]([F:19])([F:18])[C:3]1[N:22]2[N:23]=[CH:24][CH:25]=[C:21]2[N:20]=[C:5]([C:7]2[CH:12]=[CH:11][C:10]([C:13]([F:16])([F:15])[F:14])=[CH:9][CH:8]=2)[CH:4]=1. The yield is 0.990. (2) The product is [CH2:1]([S:3][C:7]1[N:12]=[C:11]2[C:13]3[CH:14]=[CH:15][CH:16]=[CH:17][C:18]=3[C:19](=[O:20])[C:10]2=[N:9][C:8]=1[C:21]#[N:22])[CH3:2]. The catalyst is C1COCC1. The reactants are [CH2:1]([SH:3])[CH3:2].[OH-].[Na+].Cl[C:7]1[N:12]=[C:11]2[C:13]3[CH:14]=[CH:15][CH:16]=[CH:17][C:18]=3[C:19](=[O:20])[C:10]2=[N:9][C:8]=1[C:21]#[N:22]. The yield is 0.870. (3) The reactants are [C:1]([C:3]1[CH:4]=[C:5](B(O)O)[CH:6]=[CH:7][C:8]=1[N:9]=[CH:10][N:11]([CH3:13])[CH3:12])#[N:2].I[C:18]1[CH:19]=[C:20]2[C:25](=[CH:26][CH:27]=1)[N:24]=[CH:23][N:22]=[C:21]2[NH:28][C:29]1[CH:34]=[CH:33][C:32]([N:35]2[CH2:40][CH2:39][O:38][CH2:37][CH2:36]2)=[CH:31][CH:30]=1. The catalyst is C(O)(C)C.C(=O)(O)[O-].[Na+]. The product is [C:1]([C:3]1[CH:4]=[C:5]([C:18]2[CH:19]=[C:20]3[C:25](=[CH:26][CH:27]=2)[N:24]=[CH:23][N:22]=[C:21]3[NH:28][C:29]2[CH:30]=[CH:31][C:32]([N:35]3[CH2:36][CH2:37][O:38][CH2:39][CH2:40]3)=[CH:33][CH:34]=2)[CH:6]=[CH:7][C:8]=1[N:9]=[CH:10][N:11]([CH3:13])[CH3:12])#[N:2]. The yield is 0.830. (4) The reactants are Br[C:2]1[C:7]([N+:8]([O-:10])=[O:9])=[CH:6][C:5]([Br:11])=[CH:4][N:3]=1.[CH3:12][O:13][C:14]([C:16]1[CH:21]=[CH:20][CH:19]=[CH:18][C:17]=1B(O)O)=[O:15].P([O-])([O-])([O-])=O.[K+].[K+].[K+]. The catalyst is O1CCCC1.C1C=CC(P(C2C=CC=CC=2)[C-]2C=CC=C2)=CC=1.C1C=CC(P(C2C=CC=CC=2)[C-]2C=CC=C2)=CC=1.Cl[Pd]Cl.[Fe+2].C(Cl)Cl. The product is [Br:11][C:5]1[CH:6]=[C:7]([N+:8]([O-:10])=[O:9])[C:2]([C:17]2[CH:18]=[CH:19][CH:20]=[CH:21][C:16]=2[C:14]([O:13][CH3:12])=[O:15])=[N:3][CH:4]=1. The yield is 0.460. (5) The reactants are [Li][CH2:2][CH2:3][CH2:4][CH3:5].[C:6]([N:13]1CCC(=O)[CH2:15][CH2:14]1)([O:8][C:9]([CH3:12])([CH3:11])[CH3:10])=[O:7]. The catalyst is [Br-].C[P+](C1C=CC=CC=1)(C1C=CC=CC=1)C1C=CC=CC=1.C1COCC1. The product is [CH2:5]=[C:4]1[CH2:15][CH2:14][N:13]([C:6]([O:8][C:9]([CH3:12])([CH3:11])[CH3:10])=[O:7])[CH2:2][CH2:3]1. The yield is 0.670.